Dataset: Full USPTO retrosynthesis dataset with 1.9M reactions from patents (1976-2016). Task: Predict the reactants needed to synthesize the given product. (1) Given the product [CH2:14]([N:6]1[C:7]([CH2:8][O:9][CH3:10])([CH3:11])[CH2:12][NH:13][C:4](=[O:3])[CH2:5]1)[C:15]1[CH:20]=[CH:19][CH:18]=[CH:17][CH:16]=1, predict the reactants needed to synthesize it. The reactants are: C([O:3][C:4](=O)[CH2:5][N:6]([CH2:14][C:15]1[CH:20]=[CH:19][CH:18]=[CH:17][CH:16]=1)[C:7]([C:12]#[N:13])([CH3:11])[CH2:8][O:9][CH3:10])C.[BH4-].[Na+].C(O)(=O)C. (2) Given the product [Cl:16][C:9]1[CH:10]=[N+:11]([O-:15])[CH:12]=[C:13]([Cl:14])[C:8]=1[CH2:7][C@@H:6]([C:17]1[CH:22]=[CH:21][C:20]([O:23][CH:24]([F:26])[F:25])=[C:19]([O:27][CH2:28][CH:29]2[CH2:31][CH2:30]2)[CH:18]=1)[O:5][C:3](=[O:4])[CH2:2][NH:1][S:42]([CH2:41][C:38]1[CH:37]=[CH:36][C:35]([N+:32]([O-:34])=[O:33])=[CH:40][CH:39]=1)(=[O:43])=[O:44], predict the reactants needed to synthesize it. The reactants are: [NH2:1][CH2:2][C:3]([O:5][C@H:6]([C:17]1[CH:22]=[CH:21][C:20]([O:23][CH:24]([F:26])[F:25])=[C:19]([O:27][CH2:28][CH:29]2[CH2:31][CH2:30]2)[CH:18]=1)[CH2:7][C:8]1[C:13]([Cl:14])=[CH:12][N+:11]([O-:15])=[CH:10][C:9]=1[Cl:16])=[O:4].[N+:32]([C:35]1[CH:40]=[CH:39][C:38]([CH2:41][S:42](Cl)(=[O:44])=[O:43])=[CH:37][CH:36]=1)([O-:34])=[O:33]. (3) Given the product [Cl:19][C:14]1[CH:13]=[C:12]([CH:17]=[CH:16][C:15]=1[Cl:18])[CH2:11][CH:8]1[CH2:7][CH2:6][N:5]([CH2:3][CH:2]([NH2:1])[CH:20]([CH3:22])[CH3:21])[CH2:10][CH2:9]1, predict the reactants needed to synthesize it. The reactants are: [NH2:1][CH:2]([CH:20]([CH3:22])[CH3:21])[C:3]([N:5]1[CH2:10][CH2:9][CH:8]([CH2:11][C:12]2[CH:17]=[CH:16][C:15]([Cl:18])=[C:14]([Cl:19])[CH:13]=2)[CH2:7][CH2:6]1)=O.B.C1COCC1.Cl. (4) Given the product [CH3:1][O:2][C:3]1[CH:11]=[CH:10][CH:9]=[CH:8][C:4]=1[C:5]([Cl:14])=[O:6], predict the reactants needed to synthesize it. The reactants are: [CH3:1][O:2][C:3]1[CH:11]=[CH:10][CH:9]=[CH:8][C:4]=1[C:5](O)=[O:6].S(Cl)([Cl:14])=O.CN(C)C=O. (5) Given the product [Br:13][C:14]1[N:19]=[C:18]([C:20]2([C:21]#[N:22])[CH2:2][CH2:1]2)[CH:17]=[CH:16][CH:15]=1, predict the reactants needed to synthesize it. The reactants are: [CH2:1]([Li])[CH2:2]CC.C(NC(C)C)(C)C.[Br:13][C:14]1[N:19]=[C:18]([CH2:20][C:21]#[N:22])[CH:17]=[CH:16][CH:15]=1.BrCCBr.